The task is: Regression/Classification. Given a drug SMILES string, predict its absorption, distribution, metabolism, or excretion properties. Task type varies by dataset: regression for continuous measurements (e.g., permeability, clearance, half-life) or binary classification for categorical outcomes (e.g., BBB penetration, CYP inhibition). Dataset: cyp2c9_veith.. This data is from CYP2C9 inhibition data for predicting drug metabolism from PubChem BioAssay. (1) The drug is CCCNC(=O)Nc1ccc2c(c1)nc(C)n2C. The result is 0 (non-inhibitor). (2) The compound is CC(C)C[C@H]1C(=O)N2CCC[C@@H]2[C@@]2(O)O[C@](NC(=O)[C@@H]3C=C4c5cccc6[nH]cc(c56)C[C@@H]4N(C)C3)(C(C)C)C(=O)N12. The result is 0 (non-inhibitor). (3) The compound is O=S(=O)(c1cccc2cnccc12)N1CCCNCC1. The result is 0 (non-inhibitor). (4) The molecule is CC(C)(C)NC(=O)CSc1nnc(Cc2ccc3c(c2)OCO3)n1C1CCCCC1. The result is 0 (non-inhibitor).